This data is from Full USPTO retrosynthesis dataset with 1.9M reactions from patents (1976-2016). The task is: Predict the reactants needed to synthesize the given product. (1) Given the product [Cl:25][C:26]1[CH:31]=[C:30]([O:12][C@H:10]([CH3:11])[CH2:9][O:8][C:7]([C:19]2[CH:24]=[CH:23][CH:22]=[CH:21][CH:20]=2)([C:13]2[CH:14]=[CH:15][CH:16]=[CH:17][CH:18]=2)[C:1]2[CH:2]=[CH:3][CH:4]=[CH:5][CH:6]=2)[N:29]=[C:28]([S:33][CH2:34][C:35]2[CH:40]=[CH:39][CH:38]=[C:37]([F:41])[C:36]=2[F:42])[N:27]=1, predict the reactants needed to synthesize it. The reactants are: [C:1]1([C:7]([C:19]2[CH:24]=[CH:23][CH:22]=[CH:21][CH:20]=2)([C:13]2[CH:18]=[CH:17][CH:16]=[CH:15][CH:14]=2)[O:8][CH2:9][C@H:10]([OH:12])[CH3:11])[CH:6]=[CH:5][CH:4]=[CH:3][CH:2]=1.[Cl:25][C:26]1[CH:31]=[C:30](Cl)[N:29]=[C:28]([S:33][CH2:34][C:35]2[CH:40]=[CH:39][CH:38]=[C:37]([F:41])[C:36]=2[F:42])[N:27]=1.[H-].[Na+]. (2) Given the product [C:1]([O:5][C:6](=[O:39])[CH2:7][N:8]1[C:17](=[O:18])[CH:16]([CH2:19][C:20]2[C:28]3[C:23](=[CH:24][CH:25]=[CH:26][CH:27]=3)[NH:22][CH:21]=2)[C:15]2[N:11]([C:12]([C:29]3[CH:30]=[CH:31][CH:32]=[CH:33][CH:34]=3)=[N:13][N:14]=2)[C:10]2[CH:35]=[CH:36][CH:37]=[CH:38][C:9]1=2)([CH3:4])([CH3:2])[CH3:3], predict the reactants needed to synthesize it. The reactants are: [C:1]([O:5][C:6](=[O:39])[CH2:7][N:8]1[C:17](=[O:18])[C:16](=[CH:19][C:20]2[C:28]3[C:23](=[CH:24][CH:25]=[CH:26][CH:27]=3)[NH:22][CH:21]=2)[C:15]2[N:11]([C:12]([C:29]3[CH:34]=[CH:33][CH:32]=[CH:31][CH:30]=3)=[N:13][N:14]=2)[C:10]2[CH:35]=[CH:36][CH:37]=[CH:38][C:9]1=2)([CH3:4])([CH3:3])[CH3:2]. (3) Given the product [N:20]1[CH:21]=[CH:22][CH:23]=[C:18]([C:2]2([OH:1])[CH2:3][CH2:4][NH:5][CH2:6][CH2:7]2)[CH:19]=1, predict the reactants needed to synthesize it. The reactants are: [OH:1][C:2]1([C:18]2[CH:19]=[N:20][CH:21]=[CH:22][CH:23]=2)[CH2:7][CH2:6][N:5](C(OCC2C=CC=CC=2)=O)[CH2:4][CH2:3]1.[H][H]. (4) The reactants are: [CH:1]([N:4]1[C:9](=[O:10])[CH:8]=[CH:7][C:6]([C:11]2[S:15][C:14]([C:16]([O:18]CC)=O)=[N:13][C:12]=2[C:21]2[CH:26]=[CH:25][CH:24]=[CH:23][CH:22]=2)=[N:5]1)([CH3:3])[CH3:2].[CH2:27]([NH2:29])[CH3:28]. Given the product [CH2:27]([NH:29][C:16]([C:14]1[S:15][C:11]([C:6]2[CH:7]=[CH:8][C:9](=[O:10])[N:4]([CH:1]([CH3:3])[CH3:2])[N:5]=2)=[C:12]([C:21]2[CH:22]=[CH:23][CH:24]=[CH:25][CH:26]=2)[N:13]=1)=[O:18])[CH3:28], predict the reactants needed to synthesize it. (5) Given the product [CH3:41][C:40]1[O:39][C:38](=[O:42])[O:37][C:36]=1[CH2:35][O:14][C:13](=[O:15])[C:12]1[CH:16]=[CH:17][CH:18]=[C:10]([CH2:9][CH:8]([NH:7][C:5](=[O:6])[CH2:4][CH2:3][C:1]#[N:2])[B:21]2[O:29][CH:28]3[C:23]([CH3:33])([CH:24]4[CH2:30][CH:26]([CH2:27]3)[C:25]4([CH3:32])[CH3:31])[O:22]2)[C:11]=1[O:19][CH3:20], predict the reactants needed to synthesize it. The reactants are: [C:1]([CH2:3][CH2:4][C:5]([NH:7][CH:8]([B:21]1[O:29][CH:28]2[C:23]([CH3:33])([CH:24]3[CH2:30][CH:26]([CH2:27]2)[C:25]3([CH3:32])[CH3:31])[O:22]1)[CH2:9][C:10]1[C:11]([O:19][CH3:20])=[C:12]([CH:16]=[CH:17][CH:18]=1)[C:13]([OH:15])=[O:14])=[O:6])#[N:2].Br[CH2:35][C:36]1[O:37][C:38](=[O:42])[O:39][C:40]=1[CH3:41]. (6) Given the product [CH3:1][O:2][C:3](=[O:26])[CH2:4][C@H:5]1[C:9]2[CH:10]=[CH:11][C:12]([O:14][C@H:15]3[C:23]4[C:18](=[C:19]([B:27]5[O:31][C:30]([CH3:33])([CH3:32])[C:29]([CH3:35])([CH3:34])[O:28]5)[CH:20]=[CH:21][C:22]=4[F:24])[CH2:17][CH2:16]3)=[CH:13][C:8]=2[O:7][CH2:6]1, predict the reactants needed to synthesize it. The reactants are: [CH3:1][O:2][C:3](=[O:26])[CH2:4][C@H:5]1[C:9]2[CH:10]=[CH:11][C:12]([O:14][C@H:15]3[C:23]4[C:18](=[C:19](Br)[CH:20]=[CH:21][C:22]=4[F:24])[CH2:17][CH2:16]3)=[CH:13][C:8]=2[O:7][CH2:6]1.[B:27]1([B:27]2[O:31][C:30]([CH3:33])([CH3:32])[C:29]([CH3:35])([CH3:34])[O:28]2)[O:31][C:30]([CH3:33])([CH3:32])[C:29]([CH3:35])([CH3:34])[O:28]1.C([O-])(=O)C.[K+].C(Cl)Cl. (7) Given the product [CH3:12][C:8]1([CH3:11])[O:7][C@@H:6]2[CH:13]=[CH:14][CH2:1][O:4][C@H:5]2[CH2:10][O:9]1, predict the reactants needed to synthesize it. The reactants are: [CH2:1]([O:4][C@@H:5]1[CH2:10][O:9][C:8]([CH3:12])([CH3:11])[O:7][C@H:6]1[CH:13]=[CH2:14])C=C.